This data is from Reaction yield outcomes from USPTO patents with 853,638 reactions. The task is: Predict the reaction yield, written as a fraction of the theoretical maximum amount of product (1.0 means a 100% yield; for example, 0.34 means a 34% yield). (1) The reactants are [CH2:1]([Li])CCC.[CH3:6][O:7][C:8]([C:10]1[S:11][C:12]([C:28]2[CH:33]=[CH:32][CH:31]=[CH:30][CH:29]=2)=[CH:13][C:14]=1[N:15]([CH:25]([CH3:27])[CH3:26])[C:16]([CH:18]1[CH2:23][CH2:22][C:21](=O)[CH2:20][CH2:19]1)=[O:17])=[O:9]. The catalyst is [Br-].C[P+](C1C=CC=CC=1)(C1C=CC=CC=1)C1C=CC=CC=1.C1COCC1. The product is [CH3:6][O:7][C:8]([C:10]1[S:11][C:12]([C:28]2[CH:33]=[CH:32][CH:31]=[CH:30][CH:29]=2)=[CH:13][C:14]=1[N:15]([CH:25]([CH3:26])[CH3:27])[C:16]([CH:18]1[CH2:23][CH2:22][C:21](=[CH2:1])[CH2:20][CH2:19]1)=[O:17])=[O:9]. The yield is 0.430. (2) The reactants are [CH2:1]([O:3][C:4]([CH:6]1[CH:8]([C:9](=[O:18])[NH:10][C:11]2[CH:16]=[CH:15][C:14]([Cl:17])=[CH:13][CH:12]=2)[CH:7]1[C:19](=[O:44])[NH:20][C:21]1[CH:26]=[CH:25][C:24]([N:27]2[CH:32]=[CH:31][C:30]([O:33][CH2:34][C:35]([O:37]C(C)(C)C)=[O:36])=[CH:29][C:28]2=[O:42])=[CH:23][C:22]=1[F:43])=[O:5])[CH3:2].FC(F)(F)C(O)=O. No catalyst specified. The product is [CH2:1]([O:3][C:4]([CH:6]1[CH:8]([C:9](=[O:18])[NH:10][C:11]2[CH:16]=[CH:15][C:14]([Cl:17])=[CH:13][CH:12]=2)[CH:7]1[C:19](=[O:44])[NH:20][C:21]1[CH:26]=[CH:25][C:24]([N:27]2[CH:32]=[CH:31][C:30]([O:33][CH2:34][C:35]([OH:37])=[O:36])=[CH:29][C:28]2=[O:42])=[CH:23][C:22]=1[F:43])=[O:5])[CH3:2]. The yield is 0.690. (3) The reactants are [Cl:1][C:2]1[CH:3]=[C:4]([CH:8]([OH:25])[CH2:9][O:10][C:11]2[CH:24]=[CH:23][C:14]([CH:15]=[C:16]3[S:20][C:19](=[O:21])[NH:18][C:17]3=[O:22])=[CH:13][CH:12]=2)[CH:5]=[CH:6][CH:7]=1.N1C=CC=CC=1C1C=CC=CN=1.[BH4-].[Na+].[BH4-]. The catalyst is C1COCC1.[Co](Cl)Cl.CC(O)=O.O. The product is [Cl:1][C:2]1[CH:3]=[C:4]([CH:8]([OH:25])[CH2:9][O:10][C:11]2[CH:24]=[CH:23][C:14]([CH2:15][CH:16]3[S:20][C:19](=[O:21])[NH:18][C:17]3=[O:22])=[CH:13][CH:12]=2)[CH:5]=[CH:6][CH:7]=1. The yield is 0.590. (4) The reactants are [Cl:1][C:2]1[C:6]([N+:7]([O-])=O)=[CH:5][N:4]([C:10]2[CH:11]=[N:12][CH:13]=[CH:14][CH:15]=2)[N:3]=1.[OH-].[K+]. The catalyst is C(O)(=O)C.C(O)C.O.[Fe]. The product is [Cl:1][C:2]1[C:6]([NH2:7])=[CH:5][N:4]([C:10]2[CH:11]=[N:12][CH:13]=[CH:14][CH:15]=2)[N:3]=1. The yield is 0.800. (5) The reactants are [CH3:1][O:2][C:3]([C:5]1([C:11]2[CH:16]=[CH:15][C:14]([NH2:17])=[C:13]([C:18]3[CH2:23][CH2:22][C:21]([CH3:25])([CH3:24])[CH2:20][CH:19]=3)[CH:12]=2)[CH2:10][CH2:9][O:8][CH2:7][CH2:6]1)=[O:4].[C:26]([C:28]1[CH:29]=[C:30]([C:33](O)=[O:34])[NH:31][CH:32]=1)#[N:27].Cl.CN(C)CCCN=C=NCC.OC1C2N=NNC=2C=CC=1.CCN(C(C)C)C(C)C. The catalyst is CN(C=O)C.O. The product is [CH3:1][O:2][C:3]([C:5]1([C:11]2[CH:16]=[CH:15][C:14]([NH:17][C:33]([C:30]3[NH:31][CH:32]=[C:28]([C:26]#[N:27])[CH:29]=3)=[O:34])=[C:13]([C:18]3[CH2:23][CH2:22][C:21]([CH3:25])([CH3:24])[CH2:20][CH:19]=3)[CH:12]=2)[CH2:6][CH2:7][O:8][CH2:9][CH2:10]1)=[O:4]. The yield is 0.500. (6) The reactants are S(O)(O)(=O)=O.[NH2:6][C:7]1[NH:8][CH:9]=[CH:10][N:11]=1.[NH2:6][C:7]1[NH:8][CH:9]=[CH:10][N:11]=1.[C:18](OCC)(=[O:23])[CH2:19][C:20]([CH3:22])=O. The catalyst is C(O)(=O)C. The product is [CH3:22][C:20]1[CH:19]=[C:18]([OH:23])[N:8]2[CH:9]=[CH:10][N:11]=[C:7]2[N:6]=1. The yield is 0.790. (7) The product is [NH2:4][C:3]1[CH:5]=[C:6]([N+:9]([O-:11])=[O:10])[CH:7]=[CH:8][C:2]=1[C:13]#[N:12]. The catalyst is CN(C=O)C. The yield is 0.740. The reactants are Br[C:2]1[CH:8]=[CH:7][C:6]([N+:9]([O-:11])=[O:10])=[CH:5][C:3]=1[NH2:4].[N:12]1C=CC=C[CH:13]=1.[Cu]C#N.